From a dataset of Reaction yield outcomes from USPTO patents with 853,638 reactions. Predict the reaction yield, written as a fraction of the theoretical maximum amount of product (1.0 means a 100% yield; for example, 0.34 means a 34% yield). (1) The reactants are [CH:1]1([C:5]2[C:13](I)=[CH:12][C:8]([C:9]([OH:11])=[O:10])=[C:7]([CH3:15])[CH:6]=2)[CH2:4][CH2:3][CH2:2]1.[O:16]1CCC[CH2:17]1.C([Li])CCC.CN(C)C=O. The catalyst is CCOCC. The product is [CH:1]1([C:5]2[C:13]([CH:17]=[O:16])=[CH:12][C:8]([C:9]([OH:11])=[O:10])=[C:7]([CH3:15])[CH:6]=2)[CH2:4][CH2:3][CH2:2]1. The yield is 0.410. (2) The reactants are [CH3:1][O:2][C:3]1[CH:8]=[C:7]([N+:9]([O-])=O)[C:6]([N+:12]([O-])=O)=[CH:5][C:4]=1[O:15][CH3:16].[O:17]=[CH:18][C:19](OCC)=O. The catalyst is C(O)C.C(O)(=O)C.[Pd]. The product is [CH3:1][O:2][C:3]1[CH:8]=[C:7]2[C:6](=[CH:5][C:4]=1[O:15][CH3:16])[NH:12][C:18](=[O:17])[CH:19]=[N:9]2. The yield is 0.380. (3) The reactants are [N+:1]([C:4]1[CH:9]=[CH:8][C:7]([C:10]2[NH:11][C:12]([C:15]3[CH:20]=[CH:19][C:18]([N+:21]([O-])=O)=[CH:17][CH:16]=3)=[CH:13][N:14]=2)=[CH:6][CH:5]=1)([O-])=O. The catalyst is CO.[Ni]. The product is [NH2:1][C:4]1[CH:5]=[CH:6][C:7]([C:10]2[NH:11][C:12]([C:15]3[CH:20]=[CH:19][C:18]([NH2:21])=[CH:17][CH:16]=3)=[CH:13][N:14]=2)=[CH:8][CH:9]=1. The yield is 1.00. (4) The reactants are C(OC([NH:8][C:9]([CH3:19])([C:11]([O:13][CH:14]1[CH2:18][CH2:17][CH2:16][CH2:15]1)=[O:12])[CH3:10])=O)(C)(C)C.[ClH:20].O1CCOCC1. The catalyst is C1COCC1. The product is [ClH:20].[CH3:19][C:9]([C:11]([O:13][CH:14]1[CH2:15][CH2:16][CH2:17][CH2:18]1)=[O:12])([CH3:10])[NH2:8]. The yield is 0.820.